From a dataset of Retrosynthesis with 50K atom-mapped reactions and 10 reaction types from USPTO. Predict the reactants needed to synthesize the given product. (1) Given the product C=Cc1cc(C(F)(F)F)ccc1N1CCOc2cc(S(=O)(=O)N(Cc3ccc(OC)cc3)c3nccs3)ccc21, predict the reactants needed to synthesize it. The reactants are: C=CB1OC(C)(C)C(C)(C)O1.COc1ccc(CN(c2nccs2)S(=O)(=O)c2ccc3c(c2)OCCN3c2ccc(C(F)(F)F)cc2Br)cc1. (2) Given the product C=CCC1(C(C)C)CCN([C@@H](C)c2ccc(-c3ccc(F)cc3F)cc2)C(=O)O1, predict the reactants needed to synthesize it. The reactants are: C=CCC1(C(C)C)CCN(C(C)c2ccc(Br)cc2)C(=O)O1.OB(O)c1ccc(F)cc1F. (3) Given the product CC(C)(C)OC(=O)N1CC[C@H](Oc2ccc([N+](=O)[O-])cc2)C1, predict the reactants needed to synthesize it. The reactants are: CC(C)(C)OC(=O)N1CC[C@H](O)C1.O=[N+]([O-])c1ccc(F)cc1. (4) Given the product Nc1ccc(Oc2ccnc3[nH]c(=O)ccc23)cc1, predict the reactants needed to synthesize it. The reactants are: O=c1ccc2c(Oc3ccc([N+](=O)[O-])cc3)ccnc2[nH]1. (5) Given the product O=C(N[C@H]1CN2CCC1CC2)c1cc2ccc(-c3ccc(CN4CCOCC4)cc3)cc2s1, predict the reactants needed to synthesize it. The reactants are: C1COCCN1.O=Cc1ccc(-c2ccc3cc(C(=O)N[C@H]4CN5CCC4CC5)sc3c2)cc1. (6) Given the product CCCCOCCOc1ccc(-c2ccc3c(c2)C=C(C(=O)Nc2ccc(CN(C)C4CCOCC4)cc2)CCN3C(=O)CNC(C)=O)cc1, predict the reactants needed to synthesize it. The reactants are: CCCCOCCOc1ccc(-c2ccc3c(c2)C=C(C(=O)O)CCN3C(=O)CNC(C)=O)cc1.CN(Cc1ccc(N)cc1)C1CCOCC1. (7) Given the product CC(C)Sc1cnc2c(c1)nc(C(C)(C)C)n2CC1CCOCC1, predict the reactants needed to synthesize it. The reactants are: CC(C)(C)c1nc2cc(Br)cnc2n1CC1CCOCC1.CC(C)S.